Task: Regression. Given a peptide amino acid sequence and an MHC pseudo amino acid sequence, predict their binding affinity value. This is MHC class I binding data.. Dataset: Peptide-MHC class I binding affinity with 185,985 pairs from IEDB/IMGT The peptide sequence is LSPVRVPNY. The MHC is HLA-A30:02 with pseudo-sequence HLA-A30:02. The binding affinity (normalized) is 0.638.